Binary Classification. Given a miRNA mature sequence and a target amino acid sequence, predict their likelihood of interaction. From a dataset of Experimentally validated miRNA-target interactions with 360,000+ pairs, plus equal number of negative samples. The miRNA is hsa-miR-5683 with sequence UACAGAUGCAGAUUCUCUGACUUC. The protein sequence of the target gene is MNPREEKVKIITEEFIENDEDADMGRQNKNSKVRRQPRKKQPPTAVPKEMVSEKSHLGNPQEPVQEEPKTRLLSMTVRRGPRSLPPIPSTSRTGFAEFSMRGRMREKLQAARSKAESALLQEIPTPRPRRLRSPSKKELETEFGTEPGKEVERTQQEVDSQSYSRVKFHDSARKIKPKPQVPPGFPSAEEAYNFFTFNFDPEPEGSEEKPKARHRAGTNQEEEEGEEEEPPAQGGGKEMDEEELLNGDDAEDFLLGLDHVADDFVAVRPADYESIHDRLQMEREMLFIPSRQTVPTYKKL.... Result: 0 (no interaction).